Dataset: Reaction yield outcomes from USPTO patents with 853,638 reactions. Task: Predict the reaction yield, written as a fraction of the theoretical maximum amount of product (1.0 means a 100% yield; for example, 0.34 means a 34% yield). (1) The reactants are COC(=O)[O:4][C:5]1[CH:10]=[C:9]([N+:11]([O-:13])=[O:12])[C:8]([C:14]([CH3:17])([CH3:16])[CH3:15])=[CH:7][C:6]=1[C:18]([CH3:21])([CH3:20])[CH3:19].COC(=O)OC1C([N+]([O-])=O)=CC(C(C)(C)C)=CC=1C(C)(C)C.[OH-].[K+].Cl. The catalyst is CO. The product is [C:18]([C:6]1[CH:7]=[C:8]([C:14]([CH3:16])([CH3:15])[CH3:17])[C:9]([N+:11]([O-:13])=[O:12])=[CH:10][C:5]=1[OH:4])([CH3:19])([CH3:20])[CH3:21]. The yield is 0.290. (2) The reactants are [C:1]([O:5][C:6]([N:8]1[CH2:11][CH:10]([C:12]([OH:14])=[O:13])[CH2:9]1)=[O:7])([CH3:4])(C)C.Cl.[OH-].[Na+].ClC(OC[C:23]1[CH:28]=[CH:27]C=[CH:25][CH:24]=1)=O. The catalyst is CO.O1CCOCC1. The product is [CH2:1]([O:5][C:6]([N:8]1[CH2:9][CH:10]([C:12]([OH:14])=[O:13])[CH2:11]1)=[O:7])[C:4]1[CH:27]=[CH:28][CH:23]=[CH:24][CH:25]=1. The yield is 0.600. (3) The reactants are [N:1]1[CH:6]=[CH:5][CH:4]=[C:3]([NH2:7])[N:2]=1.[Cl:8][C:9]1[CH:10]=[C:11]([S:16](Cl)(=[O:18])=[O:17])[CH:12]=[CH:13][C:14]=1[F:15].N12CCN(CC1)CC2. The catalyst is C(#N)C. The product is [Cl:8][C:9]1[CH:10]=[C:11]([S:16]([NH:7][C:3]2[N:2]=[N:1][CH:6]=[CH:5][CH:4]=2)(=[O:17])=[O:18])[CH:12]=[CH:13][C:14]=1[F:15]. The yield is 0.350.